Task: Binary Classification. Given a miRNA mature sequence and a target amino acid sequence, predict their likelihood of interaction.. Dataset: Experimentally validated miRNA-target interactions with 360,000+ pairs, plus equal number of negative samples The miRNA is mmu-miR-3082-3p with sequence CACAUGGCACUCAACUCUGCAG. The protein sequence of the target gene is MSQSNRELVVDFLSYKLSQKGYSWSQFSDVEENRTEAPEETEPERETPSAINGNPSWHLADSPAVNGATGHSSSLDAREVIPMAAVKQALREAGDEFELRYRRAFSDLTSQLHITPGTAYQSFEQVVNELFRDGVNWGRIVAFFSFGGALCVESVDKEMQVLVSRIASWMATYLNDHLEPWIQENGGWDTFVDLYGNNAAAESRKGQERFNRWFLTGMTVAGVVLLGSLFSRK. Result: 0 (no interaction).